This data is from Peptide-MHC class I binding affinity with 185,985 pairs from IEDB/IMGT. The task is: Regression. Given a peptide amino acid sequence and an MHC pseudo amino acid sequence, predict their binding affinity value. This is MHC class I binding data. (1) The peptide sequence is LPFPFLYKFLL. The MHC is HLA-B15:01 with pseudo-sequence HLA-B15:01. The binding affinity (normalized) is 0. (2) The peptide sequence is RIYKRSLKL. The MHC is HLA-A25:01 with pseudo-sequence HLA-A25:01. The binding affinity (normalized) is 0.0847. (3) The peptide sequence is TTRAWFDKK. The MHC is HLA-B35:01 with pseudo-sequence HLA-B35:01. The binding affinity (normalized) is 0.0847. (4) The peptide sequence is LRYGNVLDV. The MHC is HLA-A69:01 with pseudo-sequence HLA-A69:01. The binding affinity (normalized) is 0.0847.